The task is: Regression. Given a peptide amino acid sequence and an MHC pseudo amino acid sequence, predict their binding affinity value. This is MHC class II binding data.. This data is from Peptide-MHC class II binding affinity with 134,281 pairs from IEDB. The MHC is DRB3_0101 with pseudo-sequence DRB3_0101. The peptide sequence is SSYFVGKMYFNLI. The binding affinity (normalized) is 0.